Dataset: Peptide-MHC class II binding affinity with 134,281 pairs from IEDB. Task: Regression. Given a peptide amino acid sequence and an MHC pseudo amino acid sequence, predict their binding affinity value. This is MHC class II binding data. (1) The peptide sequence is GELQIVDKIDAAFYI. The MHC is DRB1_1201 with pseudo-sequence DRB1_1201. The binding affinity (normalized) is 0.895. (2) The peptide sequence is GPGSTGLNITGVTCG. The MHC is HLA-DQA10102-DQB10502 with pseudo-sequence HLA-DQA10102-DQB10502. The binding affinity (normalized) is 0. (3) The peptide sequence is YGIAAENVIDVKLVD. The MHC is DRB3_0202 with pseudo-sequence DRB3_0202. The binding affinity (normalized) is 0.185. (4) The peptide sequence is QPQPYPQPQLPYPQPQPF. The MHC is DRB1_0701 with pseudo-sequence DRB1_0701. The binding affinity (normalized) is 0. (5) The peptide sequence is GLGWYKIEIDQDHQE. The MHC is DRB1_1602 with pseudo-sequence DRB1_1602. The binding affinity (normalized) is 0.263. (6) The peptide sequence is EVWNRVWITNNPHMQ. The MHC is HLA-DQA10501-DQB10302 with pseudo-sequence HLA-DQA10501-DQB10302. The binding affinity (normalized) is 0.347.